This data is from Peptide-MHC class II binding affinity with 134,281 pairs from IEDB. The task is: Regression. Given a peptide amino acid sequence and an MHC pseudo amino acid sequence, predict their binding affinity value. This is MHC class II binding data. (1) The peptide sequence is TILDVDLRPASAWTL. The MHC is DRB1_0301 with pseudo-sequence DRB1_0301. The binding affinity (normalized) is 0.863. (2) The peptide sequence is VSSDQSALSEFIKFA. The MHC is DRB3_0301 with pseudo-sequence DRB3_0301. The binding affinity (normalized) is 0.205. (3) The peptide sequence is IDLNVLLSAAINFFL. The MHC is HLA-DQA10301-DQB10302 with pseudo-sequence HLA-DQA10301-DQB10302. The binding affinity (normalized) is 0.207. (4) The peptide sequence is AFSPEVIPMFSALSEGA. The MHC is HLA-DPA10201-DPB10501 with pseudo-sequence HLA-DPA10201-DPB10501. The binding affinity (normalized) is 0.118.